Regression. Given a peptide amino acid sequence and an MHC pseudo amino acid sequence, predict their binding affinity value. This is MHC class I binding data. From a dataset of Peptide-MHC class I binding affinity with 185,985 pairs from IEDB/IMGT. (1) The peptide sequence is VIYQYMDDL. The MHC is HLA-A30:02 with pseudo-sequence HLA-A30:02. The binding affinity (normalized) is 0.354. (2) The peptide sequence is TQQMIIKHIY. The MHC is HLA-A03:01 with pseudo-sequence HLA-A03:01. The binding affinity (normalized) is 0.186. (3) The peptide sequence is RRRLRTLVL. The MHC is HLA-B15:42 with pseudo-sequence HLA-B15:42. The binding affinity (normalized) is 0.213.